Dataset: Full USPTO retrosynthesis dataset with 1.9M reactions from patents (1976-2016). Task: Predict the reactants needed to synthesize the given product. (1) Given the product [C:19]([O:18][C:16]([N:23]1[CH2:29][CH2:28][CH2:27][C@H:24]1[CH2:25][O:1][C:2]1[CH:3]=[C:4]([C:12]([O:14][CH3:15])=[O:13])[C:5](=[CH:10][CH:11]=1)[C:6]([O:8][CH3:9])=[O:7])=[O:17])([CH3:22])([CH3:20])[CH3:21], predict the reactants needed to synthesize it. The reactants are: [OH:1][C:2]1[CH:3]=[C:4]([C:12]([O:14][CH3:15])=[O:13])[C:5](=[CH:10][CH:11]=1)[C:6]([O:8][CH3:9])=[O:7].[C:16]([N:23]1[CH2:29][CH2:28][CH2:27][C@H:24]1[CH2:25]O)([O:18][C:19]([CH3:22])([CH3:21])[CH3:20])=[O:17].CC(OC(/N=N/C(OC(C)C)=O)=O)C. (2) Given the product [O:1]1[CH2:6][CH2:5][N:4]([C:7]2[N:12]=[C:11]([O:13][C:14]3[CH:41]=[CH:40][CH:39]=[CH:38][C:15]=3[CH2:16][NH:17][C:18]([NH:20][C:21]3[N:25]([C:26]4[CH:31]=[CH:30][CH:29]=[C:28]([OH:32])[CH:27]=4)[N:24]=[C:23]([C:34]([CH3:37])([CH3:36])[CH3:35])[CH:22]=3)=[O:19])[CH:10]=[CH:9][N:8]=2)[CH2:3][CH2:2]1, predict the reactants needed to synthesize it. The reactants are: [O:1]1[CH2:6][CH2:5][N:4]([C:7]2[N:12]=[C:11]([O:13][C:14]3[CH:41]=[CH:40][CH:39]=[CH:38][C:15]=3[CH2:16][NH:17][C:18]([NH:20][C:21]3[N:25]([C:26]4[CH:31]=[CH:30][CH:29]=[C:28]([O:32]C)[CH:27]=4)[N:24]=[C:23]([C:34]([CH3:37])([CH3:36])[CH3:35])[CH:22]=3)=[O:19])[CH:10]=[CH:9][N:8]=2)[CH2:3][CH2:2]1.B(Br)(Br)Br.C(N)CN.Cl. (3) Given the product [NH2:1][C:2]1[CH:3]=[C:4]([C:5]2[O:6][C:19]([SH:20])=[N:8][N:7]=2)[CH:9]=[CH:10][CH:11]=1, predict the reactants needed to synthesize it. The reactants are: [NH2:1][C:2]1[CH:3]=[C:4]([CH:9]=[CH:10][CH:11]=1)[C:5]([NH:7][NH2:8])=[O:6].C(N(CC)CC)C.[C:19](=S)=[S:20]. (4) Given the product [F:1][C:2]1[CH:3]=[C:4]([C:8]2[C:13](=[O:14])[N:12]3[C:15]([CH3:19])=[CH:16][CH:17]=[CH:18][C:11]3=[N:10][C:9]=2[CH:20]=[O:21])[CH:5]=[CH:6][CH:7]=1, predict the reactants needed to synthesize it. The reactants are: [F:1][C:2]1[CH:3]=[C:4]([C:8]2[C:13](=[O:14])[N:12]3[C:15]([CH3:19])=[CH:16][CH:17]=[CH:18][C:11]3=[N:10][C:9]=2[CH2:20][OH:21])[CH:5]=[CH:6][CH:7]=1. (5) The reactants are: [H-].[Na+].[C:3]([N:10]1[CH2:15][CH2:14][NH:13][CH2:12][CH2:11]1)([O:5][C:6]([CH3:9])([CH3:8])[CH3:7])=[O:4].[F:16][C:17]1[CH:24]=[CH:23][CH:22]=[C:21](F)[C:18]=1[C:19]#[N:20]. Given the product [C:6]([O:5][C:3]([N:10]1[CH2:11][CH2:12][N:13]([C:21]2[CH:22]=[CH:23][CH:24]=[C:17]([F:16])[C:18]=2[C:19]#[N:20])[CH2:14][CH2:15]1)=[O:4])([CH3:9])([CH3:8])[CH3:7], predict the reactants needed to synthesize it. (6) Given the product [CH2:1]([N:8]1[CH2:13][CH2:12][CH:11]([C:14]([NH:16][C:17]2[CH:22]=[CH:21][C:20]([CH2:23][NH:24][C:25]3[C:34]4[C:29](=[CH:30][C:31]([CH3:35])=[CH:32][CH:33]=4)[N:28]=[C:27]([N:38]([CH3:37])[CH2:39][CH2:40][C:41]4[CH:46]=[CH:45][CH:44]=[CH:43][N:42]=4)[N:26]=3)=[CH:19][CH:18]=2)=[O:15])[CH2:10][CH2:9]1)[C:2]1[CH:7]=[CH:6][CH:5]=[CH:4][CH:3]=1, predict the reactants needed to synthesize it. The reactants are: [CH2:1]([N:8]1[CH2:13][CH2:12][CH:11]([C:14]([NH:16][C:17]2[CH:22]=[CH:21][C:20]([CH2:23][NH:24][C:25]3[C:34]4[C:29](=[CH:30][C:31]([CH3:35])=[CH:32][CH:33]=4)[N:28]=[C:27](Cl)[N:26]=3)=[CH:19][CH:18]=2)=[O:15])[CH2:10][CH2:9]1)[C:2]1[CH:7]=[CH:6][CH:5]=[CH:4][CH:3]=1.[CH3:37][NH:38][CH2:39][CH2:40][C:41]1[CH:46]=[CH:45][CH:44]=[CH:43][N:42]=1. (7) Given the product [CH3:1][N:2]1[CH2:33][CH2:32][CH2:31][C@:3]1([CH3:34])[C:4]([NH:6][C@H:7]([C:11]([N:13]([C@@H:15]([C@@H:27]([CH3:30])[CH2:28][CH3:29])[C@H:16]([O:25][CH3:26])[CH2:17][C:18]([OH:20])=[O:19])[CH3:14])=[O:12])[CH:8]([CH3:10])[CH3:9])=[O:5], predict the reactants needed to synthesize it. The reactants are: [CH3:1][N:2]1[CH2:33][CH2:32][CH2:31][C@:3]1([CH3:34])[C:4]([NH:6][C@H:7]([C:11]([N:13]([C@@H:15]([C@@H:27]([CH3:30])[CH2:28][CH3:29])[C@H:16]([O:25][CH3:26])[CH2:17][C:18]([O:20]C(C)(C)C)=[O:19])[CH3:14])=[O:12])[CH:8]([CH3:10])[CH3:9])=[O:5].FC(F)(F)C(O)=O. (8) Given the product [C:1]([C@H:5]1[CH2:6][CH2:7][C@H:8]([O:11][C:12]2[CH:13]=[CH:14][C:15]([C:28]3[N:33]=[C:32]([CH:34]=[O:35])[CH:31]=[CH:30][CH:29]=3)=[CH:16][CH:17]=2)[CH2:9][CH2:10]1)([CH3:3])([CH3:2])[CH3:4], predict the reactants needed to synthesize it. The reactants are: [C:1]([C@H:5]1[CH2:10][CH2:9][C@H:8]([O:11][C:12]2[CH:17]=[CH:16][C:15](B3OC(C)(C)C(C)(C)O3)=[CH:14][CH:13]=2)[CH2:7][CH2:6]1)([CH3:4])([CH3:3])[CH3:2].Br[C:28]1[N:33]=[C:32]([CH:34]=[O:35])[CH:31]=[CH:30][CH:29]=1.C([O-])([O-])=O.[Na+].[Na+].C(Cl)Cl. (9) The reactants are: ClC1N=[CH:4][C:5]2[CH2:11][N:10]([C:12]([C:14]3[CH:15]=[N:16][CH:17]=[CH:18][CH:19]=3)=[O:13])[CH2:9][CH2:8][C:6]=2N=1.[F:20][C:21]1[CH:22]=[C:23]([CH:25]=[CH:26][CH:27]=1)[NH2:24].CCOC(C)=O.[CH:34](O)([CH3:36])[CH3:35]. Given the product [F:20][C:21]1[CH:22]=[C:23]([NH:24][C:34]2[CH:35]=[C:6]3[C:5](=[CH:4][CH:36]=2)[CH2:11][N:10]([C:12]([C:14]2[CH:15]=[N:16][CH:17]=[CH:18][CH:19]=2)=[O:13])[CH2:9][CH2:8]3)[CH:25]=[CH:26][CH:27]=1, predict the reactants needed to synthesize it. (10) Given the product [C:14]([C@@H:9]1[CH2:10][C:11](=[CH2:13])[CH2:12][N:8]1[C:6]([O:5][C:1]([CH3:4])([CH3:3])[CH3:2])=[O:7])(=[O:16])[NH2:18], predict the reactants needed to synthesize it. The reactants are: [C:1]([O:5][C:6]([N:8]1[CH2:12][C:11](=[CH2:13])[CH2:10][C@H:9]1[C:14]([OH:16])=O)=[O:7])([CH3:4])([CH3:3])[CH3:2].C[N:18]1CCOCC1.ClC(OCC(C)C)=O.